From a dataset of Forward reaction prediction with 1.9M reactions from USPTO patents (1976-2016). Predict the product of the given reaction. (1) Given the reactants Br[C:2]1[C:12]([F:13])=[CH:11][C:5]2[N:6]([CH3:10])[C:7](=[O:9])[O:8][C:4]=2[CH:3]=1.[CH3:14][C:15]1([CH3:31])[C:19]([CH3:21])([CH3:20])[O:18][B:17]([B:17]2[O:18][C:19]([CH3:21])([CH3:20])[C:15]([CH3:31])([CH3:14])[O:16]2)[O:16]1.ClCCl.C([O-])(=O)C.[K+], predict the reaction product. The product is: [F:13][C:12]1[C:2]([B:17]2[O:18][C:19]([CH3:21])([CH3:20])[C:15]([CH3:31])([CH3:14])[O:16]2)=[CH:3][C:4]2[O:8][C:7](=[O:9])[N:6]([CH3:10])[C:5]=2[CH:11]=1. (2) Given the reactants CO.C[O-].[Na+].[N+:6]([C:9]1[CH:10]=[C:11]2[C:15](=[CH:16][CH:17]=1)[NH:14][CH:13]=[CH:12]2)([O-:8])=[O:7].[C:18]([O:22][C:23]([N:25]1[CH2:30][CH2:29][C:28](=O)[CH2:27][CH2:26]1)=[O:24])([CH3:21])([CH3:20])[CH3:19], predict the reaction product. The product is: [C:18]([O:22][C:23]([N:25]1[CH2:26][CH:27]=[C:28]([C:12]2[C:11]3[C:15](=[CH:16][CH:17]=[C:9]([N+:6]([O-:8])=[O:7])[CH:10]=3)[NH:14][CH:13]=2)[CH2:29][CH2:30]1)=[O:24])([CH3:21])([CH3:19])[CH3:20]. (3) Given the reactants [CH2:1]([C:5]1[C:13](=O)[N:12]2[C:8]([NH:9][C:10]3[CH:18]=[C:17]([CH3:19])[C:16]([CH3:20])=[CH:15][C:11]=32)=[C:7]([C:21]#[N:22])[C:6]=1[CH3:23])[CH2:2][CH2:3][CH3:4].P(Cl)(Cl)([Cl:26])=O, predict the reaction product. The product is: [CH2:1]([C:5]1[C:6]([CH3:23])=[C:7]([C:21]#[N:22])[C:8]2[N:12]([C:13]=1[Cl:26])[C:11]1[CH:15]=[C:16]([CH3:20])[C:17]([CH3:19])=[CH:18][C:10]=1[N:9]=2)[CH2:2][CH2:3][CH3:4]. (4) The product is: [Cl:11][C:8]1[CH:9]=[CH:10][C:5]2[N:6]([C:2]([C:18]3[CH:17]=[CH:16][N:15]=[C:14]([O:13][CH3:12])[CH:19]=3)=[CH:3][N:4]=2)[CH:7]=1. Given the reactants Br[C:2]1[N:6]2[CH:7]=[C:8]([Cl:11])[CH:9]=[CH:10][C:5]2=[N:4][CH:3]=1.[CH3:12][O:13][C:14]1[CH:19]=[C:18](B(O)O)[CH:17]=[CH:16][N:15]=1.C([O-])([O-])=O.[Na+].[Na+], predict the reaction product.